From a dataset of Catalyst prediction with 721,799 reactions and 888 catalyst types from USPTO. Predict which catalyst facilitates the given reaction. Reactant: [CH3:1][O:2][C:3]1[CH:4]=[C:5]2[C:10](=[CH:11][CH:12]=1)[C:9]([C:13](=[O:29])[C:14]1[CH:19]=[CH:18][C:17]([O:20][CH2:21][CH2:22][N:23]3[CH2:28][CH2:27][CH2:26][CH2:25][CH2:24]3)=[CH:16][CH:15]=1)=[C:8](OS(C(F)(F)F)(=O)=O)[CH:7]=[CH:6]2.B#B.C1(P(C2CCCCC2)C2CCCCC2)CCCCC1.[F-].[Cs+].Br[C:62]1[CH:67]=[CH:66][C:65]([S:68]([CH3:71])(=[O:70])=[O:69])=[CH:64][C:63]=1[O:72][CH:73]([CH3:75])[CH3:74]. Product: [CH:73]([O:72][C:63]1[CH:64]=[C:65]([S:68]([CH3:71])(=[O:70])=[O:69])[CH:66]=[CH:67][C:62]=1[C:8]1[CH:7]=[CH:6][C:5]2[C:10](=[CH:11][CH:12]=[C:3]([O:2][CH3:1])[CH:4]=2)[C:9]=1[C:13]([C:14]1[CH:19]=[CH:18][C:17]([O:20][CH2:21][CH2:22][N:23]2[CH2:28][CH2:27][CH2:26][CH2:25][CH2:24]2)=[CH:16][CH:15]=1)=[O:29])([CH3:75])[CH3:74]. The catalyst class is: 524.